This data is from Reaction yield outcomes from USPTO patents with 853,638 reactions. The task is: Predict the reaction yield, written as a fraction of the theoretical maximum amount of product (1.0 means a 100% yield; for example, 0.34 means a 34% yield). The reactants are Cl.[F:2][C:3]1[CH:8]=[C:7]([S:9]([CH3:12])(=[O:11])=[O:10])[CH:6]=[CH:5][C:4]=1[C:13]1[CH:18]=[CH:17][C:16]([O:19][CH2:20][CH:21]2[CH2:26][CH2:25][NH:24][CH2:23][CH2:22]2)=[CH:15][CH:14]=1.Cl[C:28]1[N:33]=[CH:32][C:31]([Br:34])=[CH:30][N:29]=1.C([O-])([O-])=O.[K+].[K+]. The catalyst is CS(C)=O. The product is [Br:34][C:31]1[CH:30]=[N:29][C:28]([N:24]2[CH2:25][CH2:26][CH:21]([CH2:20][O:19][C:16]3[CH:15]=[CH:14][C:13]([C:4]4[CH:5]=[CH:6][C:7]([S:9]([CH3:12])(=[O:11])=[O:10])=[CH:8][C:3]=4[F:2])=[CH:18][CH:17]=3)[CH2:22][CH2:23]2)=[N:33][CH:32]=1. The yield is 0.910.